From a dataset of Retrosynthesis with 50K atom-mapped reactions and 10 reaction types from USPTO. Predict the reactants needed to synthesize the given product. (1) Given the product CCOC(=O)C1=C(NC(=O)CCCC(C)N2CCN(c3ccc4ccccc4n3)CC2)CCCC1, predict the reactants needed to synthesize it. The reactants are: CC(CCCC(=O)O)N1CCN(c2ccc3ccccc3n2)CC1.CCOC(=O)C1=C(N)CCCC1. (2) Given the product Cc1cc(-c2nc(-c3ccc(OC(F)(F)F)cc3)no2)nn1Cc1ccnc(C2CCN(C(=O)OC(C)(C)C)CC2)c1, predict the reactants needed to synthesize it. The reactants are: Cc1cc(-c2nc(-c3ccc(OC(F)(F)F)cc3)no2)nn1Cc1ccnc(C2=CCN(C(=O)OC(C)(C)C)CC2)c1.